From a dataset of Catalyst prediction with 721,799 reactions and 888 catalyst types from USPTO. Predict which catalyst facilitates the given reaction. (1) Reactant: C([O:8][N:9]1[C:14]2[N:15]=[CH:16][N:17]=[CH:18][C:13]=2[C:12]([NH:19][CH2:20][C:21]2[CH:26]=[CH:25][C:24]([O:27][CH3:28])=[CH:23][CH:22]=2)=[CH:11][C:10]1=[O:29])C1C=CC=CC=1.[H][H]. Product: [OH:8][N:9]1[C:14]2[N:15]=[CH:16][N:17]=[CH:18][C:13]=2[C:12]([NH:19][CH2:20][C:21]2[CH:26]=[CH:25][C:24]([O:27][CH3:28])=[CH:23][CH:22]=2)=[CH:11][C:10]1=[O:29]. The catalyst class is: 352. (2) The catalyst class is: 75. Product: [CH3:28][C:23]1([CH3:29])[C:24]([CH3:27])([CH3:26])[O:25][B:21]([C:2]2[CH:7]=[CH:6][C:5]([S:8][CH2:9][C:10]3[CH:15]=[CH:14][CH:13]=[CH:12][N:11]=3)=[CH:4][CH:3]=2)[O:22]1. Reactant: Br[C:2]1[CH:7]=[CH:6][C:5]([S:8][CH2:9][C:10]2[CH:15]=[CH:14][CH:13]=[CH:12][N:11]=2)=[CH:4][CH:3]=1.CC([O-])=O.[K+].[B:21]1([B:21]2[O:25][C:24]([CH3:27])([CH3:26])[C:23]([CH3:29])([CH3:28])[O:22]2)[O:25][C:24]([CH3:27])([CH3:26])[C:23]([CH3:29])([CH3:28])[O:22]1. (3) Reactant: Br[C:2]1[C:3]([F:10])=[CH:4][C:5]([Cl:9])=[C:6]([CH3:8])[CH:7]=1.[Mg].II.[C:14](OCC)(=[O:20])[C:15]([O:17][CH2:18][CH3:19])=[O:16].[Cl-].[NH4+]. Product: [Cl:9][C:5]1[C:6]([CH3:8])=[CH:7][C:2]([C:14](=[O:20])[C:15]([O:17][CH2:18][CH3:19])=[O:16])=[C:3]([F:10])[CH:4]=1. The catalyst class is: 1.